From a dataset of Catalyst prediction with 721,799 reactions and 888 catalyst types from USPTO. Predict which catalyst facilitates the given reaction. (1) Reactant: [C:1]([O:5][C:6]([N:8]([CH3:55])[C@@H:9]([CH3:54])[C:10]([NH:12][C@H:13]([C:33](=[O:53])[C@H:34]1[C@H:39]([C:40](=[O:52])[NH:41][C@H:42]2[C:51]3[C:46](=[CH:47][CH:48]=[CH:49][CH:50]=3)[CH2:45][CH2:44][CH2:43]2)[CH2:38][CH:37]=[CH:36][CH2:35]1)[CH2:14][C:15]1[CH:32]=[CH:31][C:18]([O:19][CH2:20][C:21]2[CH:30]=[CH:29][C:24]([C:25]([O:27]C)=[O:26])=[CH:23][CH:22]=2)=[CH:17][CH:16]=1)=[O:11])=[O:7])([CH3:4])([CH3:3])[CH3:2].[OH-].[Na+].Cl. Product: [C:1]([O:5][C:6]([N:8]([CH3:55])[C@@H:9]([CH3:54])[C:10]([NH:12][C@H:13]([C:33](=[O:53])[C@H:34]1[C@H:39]([C:40](=[O:52])[NH:41][C@H:42]2[C:51]3[C:46](=[CH:47][CH:48]=[CH:49][CH:50]=3)[CH2:45][CH2:44][CH2:43]2)[CH2:38][CH:37]=[CH:36][CH2:35]1)[CH2:14][C:15]1[CH:32]=[CH:31][C:18]([O:19][CH2:20][C:21]2[CH:30]=[CH:29][C:24]([C:25]([OH:27])=[O:26])=[CH:23][CH:22]=2)=[CH:17][CH:16]=1)=[O:11])=[O:7])([CH3:3])([CH3:4])[CH3:2]. The catalyst class is: 36. (2) Reactant: [C:1](=[O:39])([S:3][CH2:4][CH2:5][CH2:6][CH2:7][CH2:8][CH2:9][CH2:10][CH2:11][CH2:12][CH2:13][CH2:14][O:15][CH2:16][CH2:17][O:18][CH2:19][CH2:20][O:21][CH2:22][CH2:23][O:24][C:25]1[CH:30]=[CH:29][C:28]([O:31]CC2C=CC=CC=2)=[CH:27][CH:26]=1)[CH3:2].C(S)CCS.B(F)(F)F.CCOCC. Product: [C:1](=[O:39])([S:3][CH2:4][CH2:5][CH2:6][CH2:7][CH2:8][CH2:9][CH2:10][CH2:11][CH2:12][CH2:13][CH2:14][O:15][CH2:16][CH2:17][O:18][CH2:19][CH2:20][O:21][CH2:22][CH2:23][O:24][C:25]1[CH:30]=[CH:29][C:28]([OH:31])=[CH:27][CH:26]=1)[CH3:2]. The catalyst class is: 4. (3) Reactant: [CH2:1]([O:8][C:9]1[CH:10]=[C:11]([CH2:17][CH2:18][NH:19][C:20](=O)/[CH:21]=[CH:22]/[C:23]2[CH:28]=[CH:27][C:26]([O:29][CH3:30])=[C:25]([Br:31])[CH:24]=2)[CH:12]=[CH:13][C:14]=1[O:15][CH3:16])[C:2]1[CH:7]=[CH:6][CH:5]=[CH:4][CH:3]=1.O=P(Cl)(Cl)Cl.[BH4-].[Na+]. Product: [CH2:1]([O:8][C:9]1[CH:10]=[C:11]2[C:12](=[CH:13][C:14]=1[O:15][CH3:16])[CH:20](/[CH:21]=[CH:22]/[C:23]1[CH:28]=[CH:27][C:26]([O:29][CH3:30])=[C:25]([Br:31])[CH:24]=1)[NH:19][CH2:18][CH2:17]2)[C:2]1[CH:7]=[CH:6][CH:5]=[CH:4][CH:3]=1. The catalyst class is: 10. (4) Reactant: Br[C:2]1[CH:3]=[C:4]([CH2:8][CH2:9][CH2:10][C:11]2[N:15]([CH2:16][CH3:17])[C:14](=[O:18])[N:13]([CH2:19][C:20]3[CH:25]=[CH:24][C:23]([C:26]([CH3:29])([CH3:28])[CH3:27])=[CH:22][CH:21]=3)[N:12]=2)[CH:5]=[CH:6][CH:7]=1.C(=O)([O-])[O-].[K+].[K+].C([O:38][C:39]([CH2:41][C:42]1[CH:43]=[C:44](B(O)O)[CH:45]=[CH:46][CH:47]=1)=[O:40])C. The catalyst class is: 149. Product: [C:26]([C:23]1[CH:24]=[CH:25][C:20]([CH2:19][N:13]2[C:14](=[O:18])[N:15]([CH2:16][CH3:17])[C:11]([CH2:10][CH2:9][CH2:8][C:4]3[CH:3]=[C:2]([C:46]4[CH:45]=[CH:44][CH:43]=[C:42]([CH2:41][C:39]([OH:40])=[O:38])[CH:47]=4)[CH:7]=[CH:6][CH:5]=3)=[N:12]2)=[CH:21][CH:22]=1)([CH3:29])([CH3:28])[CH3:27]. (5) Reactant: Cl[C:2]1[CH:7]=[CH:6][N:5]2[N:8]=[CH:9][C:10]([CH:11]=[O:12])=[C:4]2[N:3]=1.[CH3:13][N:14]1[CH2:19][CH2:18][N:17]([C:20]2[CH:26]=[CH:25][C:23]([NH2:24])=[CH:22][CH:21]=2)[CH2:16][CH2:15]1. Product: [CH3:13][N:14]1[CH2:15][CH2:16][N:17]([C:20]2[CH:26]=[CH:25][C:23]([NH:24][C:2]3[CH:7]=[CH:6][N:5]4[N:8]=[CH:9][C:10]([CH:11]=[O:12])=[C:4]4[N:3]=3)=[CH:22][CH:21]=2)[CH2:18][CH2:19]1. The catalyst class is: 12.